This data is from TCR-epitope binding with 47,182 pairs between 192 epitopes and 23,139 TCRs. The task is: Binary Classification. Given a T-cell receptor sequence (or CDR3 region) and an epitope sequence, predict whether binding occurs between them. (1) The epitope is TLIGDCATV. The TCR CDR3 sequence is CATQQVGANVLTF. Result: 0 (the TCR does not bind to the epitope). (2) The TCR CDR3 sequence is CASSSSSGASYNEQFF. The epitope is KRWIIMGLNK. Result: 0 (the TCR does not bind to the epitope).